Task: Regression. Given two drug SMILES strings and cell line genomic features, predict the synergy score measuring deviation from expected non-interaction effect.. Dataset: Merck oncology drug combination screen with 23,052 pairs across 39 cell lines (1) Drug 1: CN(C)C(=N)N=C(N)N. Drug 2: CC1(c2nc3c(C(N)=O)cccc3[nH]2)CCCN1. Cell line: SW837. Synergy scores: synergy=-24.1. (2) Drug 1: O=C(CCCCCCC(=O)Nc1ccccc1)NO. Drug 2: CS(=O)(=O)CCNCc1ccc(-c2ccc3ncnc(Nc4ccc(OCc5cccc(F)c5)c(Cl)c4)c3c2)o1. Cell line: SW837. Synergy scores: synergy=26.8.